This data is from Full USPTO retrosynthesis dataset with 1.9M reactions from patents (1976-2016). The task is: Predict the reactants needed to synthesize the given product. (1) Given the product [CH3:1][N:2]([CH2:10][C:11]1[CH:18]=[CH:17][CH:16]=[CH:15][C:12]=1[C:13]#[N:14])[CH3:3], predict the reactants needed to synthesize it. The reactants are: [CH3:1][NH:2][CH3:3].CN(C=O)C.Br[CH2:10][C:11]1[CH:18]=[CH:17][CH:16]=[CH:15][C:12]=1[C:13]#[N:14]. (2) Given the product [Br:1][C:2]1[C:3](=[O:16])[N:4]([CH3:18])[C:5](=[O:15])[N:6]([C:8]([O:10][C:11]([CH3:12])([CH3:13])[CH3:14])=[O:9])[CH:7]=1, predict the reactants needed to synthesize it. The reactants are: [Br:1][C:2]1[C:3](=[O:16])[NH:4][C:5](=[O:15])[N:6]([C:8]([O:10][C:11]([CH3:14])([CH3:13])[CH3:12])=[O:9])[CH:7]=1.I[CH3:18]. (3) The reactants are: [CH2:1]([C@@H:8]1CO[C:10](=O)[N:9]1[C:14](=[O:36])[C@H:15]([CH2:19][C:20]1[C:25]([Cl:26])=[CH:24][C:23]([O:27][CH2:28][C:29]2[CH:34]=[CH:33][CH:32]=[CH:31][CH:30]=2)=[CH:22][C:21]=1[Cl:35])[CH2:16]C=O)[C:2]1[CH:7]=[CH:6][CH:5]=[CH:4]C=1.[NH:37]1C2CCCC(N)C=2C=[N:38]1.C(O[BH-](OC(=O)C)OC(=O)C)(=O)C.[Na+]. Given the product [CH2:28]([O:27][C:23]1[CH:22]=[C:21]([Cl:35])[C:20]([CH2:19][C@@H:15]2[CH2:16][CH2:10][N:9]([CH:8]3[CH2:1][CH2:2][CH2:7][C:6]4[NH:38][N:37]=[CH:4][C:5]3=4)[C:14]2=[O:36])=[C:25]([Cl:26])[CH:24]=1)[C:29]1[CH:30]=[CH:31][CH:32]=[CH:33][CH:34]=1, predict the reactants needed to synthesize it. (4) Given the product [OH:20][B:17]1[C:16]2[CH:21]=[C:12]([O:11][C:8]3[N:9]=[CH:10][C:5]([C:3]([OH:4])=[O:2])=[N:6][CH:7]=3)[CH:13]=[CH:14][C:15]=2[CH2:19][O:18]1, predict the reactants needed to synthesize it. The reactants are: C[O:2][C:3]([C:5]1[CH:10]=[N:9][C:8]([O:11][C:12]2[CH:13]=[CH:14][C:15]3[CH2:19][O:18][B:17]([OH:20])[C:16]=3[CH:21]=2)=[CH:7][N:6]=1)=[O:4].O[Li].O.Cl. (5) The reactants are: [NH2:1][C@H:2]1[CH2:7][N:6]([C:8]([O:10][CH2:11][C:12]2[CH:17]=[CH:16][CH:15]=[CH:14][CH:13]=2)=[O:9])[C@H:5]([CH3:18])[CH2:4][CH2:3]1.F[C:20]1[CH:21]=[C:22]([CH:25]=[CH:26][N:27]=1)[C:23]#[N:24].C(=O)([O-])[O-].[Cs+].[Cs+]. Given the product [C:23]([C:22]1[CH:25]=[CH:26][N:27]=[C:20]([NH:1][C@H:2]2[CH2:7][N:6]([C:8]([O:10][CH2:11][C:12]3[CH:17]=[CH:16][CH:15]=[CH:14][CH:13]=3)=[O:9])[C@H:5]([CH3:18])[CH2:4][CH2:3]2)[CH:21]=1)#[N:24], predict the reactants needed to synthesize it. (6) Given the product [CH2:1]([O:3][C@@H:4]([CH2:5][C:6]1[CH:7]=[CH:8][C:9]([O:10][CH2:11][C:12]([N:29]([CH2:22][CH2:23][CH2:24][CH2:25][CH2:26][CH2:27][CH3:28])[CH2:30][C:31]2[N:32]([CH3:40])[C:33]3[C:38]([CH:39]=2)=[CH:37][CH:36]=[CH:35][CH:34]=3)=[O:14])=[CH:15][CH:16]=1)[C:17]([O:19][CH2:20][CH3:21])=[O:18])[CH3:2], predict the reactants needed to synthesize it. The reactants are: [CH2:1]([O:3][C@H:4]([C:17]([O:19][CH2:20][CH3:21])=[O:18])[CH2:5][C:6]1[CH:16]=[CH:15][C:9]([O:10][CH2:11][C:12]([OH:14])=O)=[CH:8][CH:7]=1)[CH3:2].[CH2:22]([NH:29][CH2:30][C:31]1[N:32]([CH3:40])[C:33]2[C:38]([CH:39]=1)=[CH:37][CH:36]=[CH:35][CH:34]=2)[CH2:23][CH2:24][CH2:25][CH2:26][CH2:27][CH3:28].Cl.C(N=C=NCCCN(C)C)C.